Dataset: Catalyst prediction with 721,799 reactions and 888 catalyst types from USPTO. Task: Predict which catalyst facilitates the given reaction. (1) Reactant: Br[C:2]1[S:6][C:5]([C:7](=[O:12])[C:8]([OH:11])([CH3:10])[CH3:9])=[CH:4][CH:3]=1.[CH2:13]([NH:19][CH2:20][CH2:21][CH2:22][CH2:23][CH2:24][CH3:25])[CH2:14][CH2:15][CH2:16][CH2:17][CH3:18]. Product: [CH2:20]([N:19]([C:2]1[S:6][C:5]([C:7](=[O:12])[C:8]([OH:11])([CH3:10])[CH3:9])=[CH:4][CH:3]=1)[CH2:13][CH2:14][CH2:15][CH2:16][CH2:17][CH3:18])[CH2:21][CH2:22][CH2:23][CH2:24][CH3:25]. The catalyst class is: 16. (2) Reactant: [C:1]([C:5]1[N:9]([CH3:10])[N:8]([CH2:11][CH:12]2[CH2:17][CH2:16][O:15][CH2:14][CH2:13]2)[C:7](=[NH:18])[CH:6]=1)([CH3:4])([CH3:3])[CH3:2].CCN(CC)CC.[F:26][C:27]1[CH:35]=[CH:34][C:33]([C:36]([F:39])([F:38])[F:37])=[CH:32][C:28]=1[C:29](Cl)=[O:30]. Product: [C:1]([C:5]1[N:9]([CH3:10])[N:8]([CH2:11][CH:12]2[CH2:13][CH2:14][O:15][CH2:16][CH2:17]2)/[C:7](=[N:18]/[C:29](=[O:30])[C:28]2[CH:32]=[C:33]([C:36]([F:37])([F:38])[F:39])[CH:34]=[CH:35][C:27]=2[F:26])/[CH:6]=1)([CH3:4])([CH3:2])[CH3:3]. The catalyst class is: 1. (3) Reactant: [Cl:1][C:2]1[CH:22]=[CH:21][C:5]([CH2:6][N:7]2[CH:12]=[C:11]([C:13]3[CH:18]=[CH:17][C:16]([OH:19])=[CH:15][CH:14]=3)[CH:10]=[CH:9][C:8]2=[O:20])=[C:4]([F:23])[CH:3]=1.C([O-])([O-])=O.[K+].[K+].[CH3:30][O:31][C:32](Cl)=[O:33].O. Product: [C:32](=[O:33])([O:31][CH3:30])[O:19][C:16]1[CH:17]=[CH:18][C:13]([C:11]2[CH:10]=[CH:9][C:8](=[O:20])[N:7]([CH2:6][C:5]3[CH:21]=[CH:22][C:2]([Cl:1])=[CH:3][C:4]=3[F:23])[CH:12]=2)=[CH:14][CH:15]=1. The catalyst class is: 1. (4) Reactant: [CH3:1][O:2][C:3]1[CH:4]=[C:5]2[C:10](=[CH:11][C:12]=1[O:13][CH3:14])[N:9]=[CH:8][CH:7]=[C:6]2[O:15][C:16]1[C:22]([CH3:23])=[CH:21][C:19]([NH2:20])=[C:18]([CH3:24])[CH:17]=1.C1(C)C=CC=CC=1.C(N(CC)CC)C.ClC(Cl)(O[C:43](=[O:49])[O:44][C:45](Cl)(Cl)Cl)Cl.[Cl:51][C:52]1[CH:62]=[CH:61][CH:60]=[CH:59][C:53]=1[O:54][CH2:55][CH2:56]CO. Product: [CH3:1][O:2][C:3]1[CH:4]=[C:5]2[C:10](=[CH:11][C:12]=1[O:13][CH3:14])[N:9]=[CH:8][CH:7]=[C:6]2[O:15][C:16]1[C:22]([CH3:23])=[CH:21][C:19]([NH:20][C:43](=[O:49])[O:44][CH2:45][CH2:56][CH2:55][O:54][C:53]2[CH:59]=[CH:60][CH:61]=[CH:62][C:52]=2[Cl:51])=[C:18]([CH3:24])[CH:17]=1. The catalyst class is: 2. (5) The catalyst class is: 465. Reactant: [Br:1][C:2]1[CH:7]=[CH:6][C:5]([S:8]([NH:11][C:12]2[CH:17]=[C:16]([N+:18]([O-])=O)[CH:15]=[CH:14][C:13]=2[O:21][CH3:22])(=[O:10])=[O:9])=[CH:4][C:3]=1[F:23].C([O-])=O.[NH4+].O. Product: [NH2:18][C:16]1[CH:15]=[CH:14][C:13]([O:21][CH3:22])=[C:12]([NH:11][S:8]([C:5]2[CH:6]=[CH:7][C:2]([Br:1])=[C:3]([F:23])[CH:4]=2)(=[O:10])=[O:9])[CH:17]=1. (6) Reactant: [H-].[Na+].[CH3:3][C:4]1[C:13]([CH3:14])=[C:12](O)[C:11]2[C:6](=[C:7]([F:20])[CH:8]=[C:9]([C:16]([CH3:19])([CH3:18])[CH3:17])[CH:10]=2)[N:5]=1.[C:21](Cl)(=[O:26])[CH2:22][CH2:23][CH2:24][CH3:25]. Product: [CH3:3][C:4]1[C:13]([CH3:14])=[C:12]([C:21](=[O:26])[CH2:22][CH2:23][CH2:24][CH3:25])[C:11]2[C:6](=[C:7]([F:20])[CH:8]=[C:9]([C:16]([CH3:19])([CH3:18])[CH3:17])[CH:10]=2)[N:5]=1. The catalyst class is: 7. (7) Reactant: [NH:1]1[CH:8]=[N:7][C:5]([NH2:6])=[N:4][C:2]1=[O:3].C[Si](N[Si](C)(C)C)(C)C.[Si](OS(C(F)(F)F)(=O)=O)(C)(C)C.C(O[C@@H:34]1[O:46][C@H:45]([CH2:47][O:48]C(=O)C)[C@@H:40]([O:41]C(=O)C)[C@H:35]1[O:36]C(=O)C)(=O)C.C(=O)(O)[O-].[Na+].C[O-].[Na+].CO. Product: [C@@H:34]1([N:1]2[CH:8]=[N:7][C:5]([NH2:6])=[N:4][C:2]2=[O:3])[O:46][C@H:45]([CH2:47][OH:48])[C@@H:40]([OH:41])[C@H:35]1[OH:36]. The catalyst class is: 10. (8) Reactant: [CH3:1][O:2][C:3]1[C:11]2[C:10](=[O:12])[CH2:9][S:8][C:7]=2[CH:6]=[CH:5][CH:4]=1.C(N(CC)CC)C.[F:20][C:21]([F:34])([F:33])[S:22](O[S:22]([C:21]([F:34])([F:33])[F:20])(=[O:24])=[O:23])(=[O:24])=[O:23].Cl. Product: [F:20][C:21]([F:34])([F:33])[S:22]([O:12][C:10]1[C:11]2[C:3]([O:2][CH3:1])=[CH:4][CH:5]=[CH:6][C:7]=2[S:8][CH:9]=1)(=[O:24])=[O:23]. The catalyst class is: 4. (9) Reactant: I[C:2]1[CH:3]=[CH:4][C:5]2[N:6]([C:8]([C:11]3[CH:16]=[CH:15][CH:14]=[C:13]([C:17]([F:20])([F:19])[F:18])[CH:12]=3)=[N:9][N:10]=2)[CH:7]=1.[O:21]1[CH2:26][CH2:25][CH:24]([NH2:27])[CH2:23][CH2:22]1.C1C=CC(P(C2C=CC3C(=CC=CC=3)C=2C2C3C(=CC=CC=3)C=CC=2P(C2C=CC=CC=2)C2C=CC=CC=2)C2C=CC=CC=2)=CC=1.C([O-])([O-])=O.[Cs+].[Cs+]. Product: [O:21]1[CH2:26][CH2:25][CH:24]([NH:27][C:2]2[CH:3]=[CH:4][C:5]3[N:6]([C:8]([C:11]4[CH:16]=[CH:15][CH:14]=[C:13]([C:17]([F:20])([F:19])[F:18])[CH:12]=4)=[N:9][N:10]=3)[CH:7]=2)[CH2:23][CH2:22]1. The catalyst class is: 222.